Dataset: Reaction yield outcomes from USPTO patents with 853,638 reactions. Task: Predict the reaction yield, written as a fraction of the theoretical maximum amount of product (1.0 means a 100% yield; for example, 0.34 means a 34% yield). (1) The reactants are Cl[C:2]1[C:3]([NH2:9])=[N:4][CH:5]=[N:6][C:7]=1Cl.[O:10]([C:17]1[CH:22]=[CH:21][C:20](B(O)O)=[CH:19][CH:18]=1)[C:11]1[CH:16]=[CH:15][CH:14]=[CH:13][CH:12]=1.[NH2:26][CH2:27][CH:28]1[CH2:33][CH2:32][N:31]([C:34]([O:36]C(C)(C)C)=O)[CH2:30][CH2:29]1.[F:41][C:42]1([F:52])[CH2:45][N:44]([CH2:46]/[CH:47]=[CH:48]/C(O)=O)[CH2:43]1. No catalyst specified. The product is [NH2:9][C:3]1[N:4]=[CH:5][N:6]=[C:7]([NH:26][CH2:27][CH:28]2[CH2:29][CH2:30][N:31]([C:34](=[O:36])/[CH:48]=[CH:47]/[CH2:46][N:44]3[CH2:45][C:42]([F:52])([F:41])[CH2:43]3)[CH2:32][CH2:33]2)[C:2]=1[C:20]1[CH:21]=[CH:22][C:17]([O:10][C:11]2[CH:16]=[CH:15][CH:14]=[CH:13][CH:12]=2)=[CH:18][CH:19]=1. The yield is 0.193. (2) The reactants are [Cl:1][C:2]1[CH:3]=[C:4]2[C:8](=[CH:9][CH:10]=1)[NH:7][C:6]([C:11]([OH:13])=O)=[CH:5]2.CCN(C(C)C)C(C)C.[NH2:23][CH:24]1[CH2:32][C:31]2[C:26](=[CH:27][CH:28]=[CH:29][CH:30]=2)[CH:25]1[OH:33].CN(C(ON1N=NC2C=CC=NC1=2)=[N+](C)C)C.F[P-](F)(F)(F)(F)F. The catalyst is C(Cl)Cl. The product is [Cl:1][C:2]1[CH:3]=[C:4]2[C:8](=[CH:9][CH:10]=1)[NH:7][C:6]([C:11](=[O:13])[NH:23][CH:24]1[CH2:32][C:31]3[C:26](=[CH:27][CH:28]=[CH:29][CH:30]=3)[CH:25]1[OH:33])=[CH:5]2. The yield is 1.00. (3) The reactants are [CH3:1][C:2]([O:5][C:6]([N:8]1[CH2:12][CH2:11][C@@H:10]([CH2:13][C:14]([OH:16])=O)[CH2:9]1)=[O:7])([CH3:4])[CH3:3].C(O)C.O.[NH2:21][NH2:22]. The catalyst is C(OCC)C.CN(C)C1C=CN=CC=1. The product is [NH:21]([C:14](=[O:16])[CH2:13][C@@H:10]1[CH2:11][CH2:12][N:8]([C:6]([O:5][C:2]([CH3:4])([CH3:3])[CH3:1])=[O:7])[CH2:9]1)[NH2:22]. The yield is 0.880. (4) The reactants are CC1C=CC(S(O[CH2:12][CH:13]2[CH2:17][C:16]3[CH:18]=[C:19]([Cl:30])[CH:20]=[C:21](OS(C(F)(F)F)(=O)=O)[C:15]=3[O:14]2)(=O)=O)=CC=1.[CH3:31][C:32]1[CH:37]=[CH:36][CH:35]=[CH:34][C:33]=1B(O)O.C(=O)([O-])[O-].[K+].[K+].C(C1C=CC=CC=1B1OC(C)(C)C(C)(C)O1)(C)C.CC1C=CC(S(OCC2CC3C=C(Cl)C=C(C4C=CC=CC=4C)C=3O2)(=O)=O)=CC=1.S(C1C=CC(C)=CC=1)([O-])(=O)=O.[N-:105]=[N+]=[N-].[Na+].N(CC1CC2C=C(Cl)C=C(C3C=CC=CC=3C)C=2O1)=[N+]=[N-].[N-]=[N+]=[N-]. The catalyst is C1C=CC([PH+]([C]2[CH][CH][CH][CH]2)C2C=CC=CC=2)=CC=1.C1C=CC([PH+]([C]2[CH][CH][CH][CH]2)C2C=CC=CC=2)=CC=1.C(Cl)Cl.Cl[Pd]Cl.[Fe].[Pt]. The product is [Cl:30][C:19]1[CH:20]=[C:21]([C:33]2[CH:34]=[CH:35][CH:36]=[CH:37][C:32]=2[CH3:31])[C:15]2[O:14][CH:13]([CH2:12][NH2:105])[CH2:17][C:16]=2[CH:18]=1. The yield is 0.800. (5) The reactants are C([O:8][C:9]1[CH:14]=[CH:13][C:12]([C:15]2([C:22]3[CH:27]=[CH:26][CH:25]=[CH:24][C:23]=3[F:28])[CH2:20][CH2:19][C:18](=[O:21])[CH:17]=[CH:16]2)=[CH:11][CH:10]=1)C1C=CC=CC=1.[H][H]. The catalyst is CCOC(C)=O.[Pd]. The product is [F:28][C:23]1[CH:24]=[CH:25][CH:26]=[CH:27][C:22]=1[C:15]1([C:12]2[CH:11]=[CH:10][C:9]([OH:8])=[CH:14][CH:13]=2)[CH2:16][CH2:17][C:18](=[O:21])[CH2:19][CH2:20]1. The yield is 0.990. (6) The reactants are [CH:1]([C:3]1[S:7][C:6]([C:8]([OH:10])=O)=[CH:5][CH:4]=1)=[O:2].[CH3:11][N:12]([CH2:20][CH2:21][CH2:22][NH:23][CH3:24])[C:13](=[O:19])[O:14][C:15]([CH3:18])([CH3:17])[CH3:16]. No catalyst specified. The product is [CH:1]([C:3]1[S:7][C:6]([C:8]([N:23]([CH3:24])[CH2:22][CH2:21][CH2:20][N:12]([CH3:11])[C:13](=[O:19])[O:14][C:15]([CH3:18])([CH3:16])[CH3:17])=[O:10])=[CH:5][CH:4]=1)=[O:2]. The yield is 0.830. (7) The reactants are [Cl:1][C:2]1[CH:11]=[C:10]([CH2:12][OH:13])[CH:9]=[CH:8][C:3]=1[C:4]([O:6][CH3:7])=[O:5]. The catalyst is ClCCl.[O-2].[Mn+2]. The yield is 0.610. The product is [Cl:1][C:2]1[CH:11]=[C:10]([CH:12]=[O:13])[CH:9]=[CH:8][C:3]=1[C:4]([O:6][CH3:7])=[O:5]. (8) The reactants are [CH2:1]([O:8][C:9]1[C:10]([C:41](O)=[O:42])=[N:11][C:12]([C:15]2[C:16]([N:35]([CH3:40])[S:36]([CH3:39])(=[O:38])=[O:37])=[CH:17][C:18]3[O:22][C:21]([C:23]4[CH:28]=[CH:27][C:26]([F:29])=[CH:25][CH:24]=4)=[C:20]([C:30](=[O:33])[NH:31][CH3:32])[C:19]=3[CH:34]=2)=[CH:13][CH:14]=1)[C:2]1[CH:7]=[CH:6][CH:5]=[CH:4][CH:3]=1.CN(C(ON1N=NC2C=CC=NC1=2)=[N+](C)C)C.F[P-](F)(F)(F)(F)F.CCN(CC)CC.[F:75][C:76]1[CH:81]=[CH:80][C:79]([CH2:82][NH2:83])=[CH:78][CH:77]=1. The catalyst is CN(C=O)C.O. The product is [CH2:1]([O:8][C:9]1[C:10]([C:41]([NH:83][CH2:82][C:79]2[CH:80]=[CH:81][C:76]([F:75])=[CH:77][CH:78]=2)=[O:42])=[N:11][C:12]([C:15]2[C:16]([N:35]([CH3:40])[S:36]([CH3:39])(=[O:37])=[O:38])=[CH:17][C:18]3[O:22][C:21]([C:23]4[CH:24]=[CH:25][C:26]([F:29])=[CH:27][CH:28]=4)=[C:20]([C:30](=[O:33])[NH:31][CH3:32])[C:19]=3[CH:34]=2)=[CH:13][CH:14]=1)[C:2]1[CH:3]=[CH:4][CH:5]=[CH:6][CH:7]=1. The yield is 0.960. (9) The yield is 0.550. The reactants are [C:1]1(=[O:7])[CH2:6][CH2:5][CH2:4][CH2:3][CH2:2]1.[CH2:8](O)[CH2:9][CH2:10][OH:11].C(OCC)(OCC)OCC.[OH-].[Na+]. The catalyst is ClCCl.[Cl-].[Zr+4].[Cl-].[Cl-].[Cl-]. The product is [CH2:10]1[O:11][C:1]2([CH2:6][CH2:5][CH2:4][CH2:3][CH2:2]2)[O:7][CH2:8][CH2:9]1. (10) The catalyst is C(O)C. The reactants are [NH2:1][C:2]1[CH:20]=[CH:19][CH:18]=[CH:17][C:3]=1[C:4]([NH:6][C:7]1[CH:8]=[CH:9][C:10]2[C:14]([CH:15]=1)=[N:13][N:12]([CH3:16])[CH:11]=2)=[O:5].CO[CH:23](OC)[C:24]1[CH:29]=[CH:28][N:27]=[C:26]([NH:30][C:31](=[O:35])[N:32]([CH3:34])[CH3:33])[CH:25]=1.C(O)(=O)C. The yield is 0.985. The product is [CH3:34][N:32]([CH3:33])[C:31](=[O:35])[NH:30][C:26]1[CH:25]=[C:24]([CH:23]=[N:1][C:2]2[CH:20]=[CH:19][CH:18]=[CH:17][C:3]=2[C:4]([NH:6][C:7]2[CH:8]=[CH:9][C:10]3[C:14]([CH:15]=2)=[N:13][N:12]([CH3:16])[CH:11]=3)=[O:5])[CH:29]=[CH:28][N:27]=1.